From a dataset of Full USPTO retrosynthesis dataset with 1.9M reactions from patents (1976-2016). Predict the reactants needed to synthesize the given product. Given the product [ClH:26].[CH3:1][S:2]([NH:5][CH2:6][C:7]1[CH:8]=[C:9]([CH:14]=[CH:15][C:16]=1[O:17][CH2:18][CH2:19][N:20]1[CH2:21][CH2:22][O:23][CH2:24][CH2:25]1)[C:10]([OH:12])=[O:11])(=[O:3])=[O:4], predict the reactants needed to synthesize it. The reactants are: [CH3:1][S:2]([NH:5][CH2:6][C:7]1[CH:8]=[C:9]([CH:14]=[CH:15][C:16]=1[O:17][CH2:18][CH2:19][N:20]1[CH2:25][CH2:24][O:23][CH2:22][CH2:21]1)[C:10]([O:12]C)=[O:11])(=[O:4])=[O:3].[ClH:26].